From a dataset of Reaction yield outcomes from USPTO patents with 853,638 reactions. Predict the reaction yield, written as a fraction of the theoretical maximum amount of product (1.0 means a 100% yield; for example, 0.34 means a 34% yield). The reactants are [C:1]([O:5][CH:6]([C:10]1[C:11]([CH:29]([CH3:31])[CH3:30])=[N:12][C:13]2[C:14]([CH3:28])([CH3:27])[CH2:15][NH:16][CH2:17][C:18]=2[C:19]=1[C:20]1[CH:25]=[CH:24][C:23]([F:26])=[CH:22][CH:21]=1)[C:7]([OH:9])=[O:8])([CH3:4])([CH3:3])[CH3:2].CCN(CC)CC.[CH3:39][C:40](OC(C)=O)=[O:41]. The catalyst is C(Cl)Cl. The product is [C:40]([N:16]1[CH2:15][C:14]([CH3:28])([CH3:27])[C:13]2[N:12]=[C:11]([CH:29]([CH3:31])[CH3:30])[C:10]([CH:6]([O:5][C:1]([CH3:4])([CH3:3])[CH3:2])[C:7]([OH:9])=[O:8])=[C:19]([C:20]3[CH:21]=[CH:22][C:23]([F:26])=[CH:24][CH:25]=3)[C:18]=2[CH2:17]1)(=[O:41])[CH3:39]. The yield is 0.760.